From a dataset of Reaction yield outcomes from USPTO patents with 853,638 reactions. Predict the reaction yield, written as a fraction of the theoretical maximum amount of product (1.0 means a 100% yield; for example, 0.34 means a 34% yield). (1) The reactants are C[O:2][C:3]([C:5]1[CH:6]=[C:7]([C:11]2[CH:16]=[CH:15][C:14]([O:17][CH3:18])=[C:13]([O:19][CH3:20])[C:12]=2[O:21][CH3:22])[CH:8]=[CH:9][CH:10]=1)=[O:4].[Li+].[OH-].Cl. The catalyst is CC#N. The product is [CH3:22][O:21][C:12]1[C:13]([O:19][CH3:20])=[C:14]([O:17][CH3:18])[CH:15]=[CH:16][C:11]=1[C:7]1[CH:8]=[CH:9][CH:10]=[C:5]([C:3]([OH:4])=[O:2])[CH:6]=1. The yield is 0.720. (2) The reactants are C(OC(=O)NCCCC[C:15]1[CH:20]=[CH:19][C:18]([O:21][CH2:22][CH2:23][CH2:24][C:25]#[N:26])=[CH:17][CH:16]=1)C1C=CC=CC=1.CO[CH:30](OC)[CH2:31][NH2:32]. The catalyst is C(O)C. The product is [NH:32]1[CH:31]=[CH:30][N:26]=[C:25]1[CH2:24][CH2:23][CH2:22][O:21][C:18]1[CH:17]=[CH:16][CH:15]=[CH:20][C:19]=1[CH2:22][CH2:23][CH2:24][CH2:25][NH2:26]. The yield is 0.230. (3) The reactants are [C:1]([O:5][C:6](=[O:25])[NH:7][C:8]1[CH:13]=[CH:12][CH:11]=[CH:10][C:9]=1[NH:14][C:15](=[O:24])[C:16]1[CH:21]=[CH:20][C:19]([CH:22]=[CH2:23])=[CH:18][CH:17]=1)([CH3:4])([CH3:3])[CH3:2].C1C=C(Cl)C=C(C(OO)=[O:34])C=1.C([O-])(O)=O.[Na+]. The catalyst is C(Cl)(Cl)Cl. The product is [C:1]([O:5][C:6](=[O:25])[NH:7][C:8]1[CH:13]=[CH:12][CH:11]=[CH:10][C:9]=1[NH:14][C:15](=[O:24])[C:16]1[CH:21]=[CH:20][C:19]([CH:22]2[CH2:23][O:34]2)=[CH:18][CH:17]=1)([CH3:4])([CH3:2])[CH3:3]. The yield is 0.660. (4) The reactants are [Cl:1][C:2]1[CH:10]=[C:9]([NH:11][CH:12]2[CH2:14][CH2:13]2)[C:5]([C:6]([OH:8])=O)=[CH:4][N:3]=1.CN(C(ON1N=N[C:25]2[CH:26]=[CH:27][CH:28]=[N:29][C:24]1=2)=[N+](C)C)C.F[P-](F)(F)(F)(F)F.CCN([CH:45]([CH3:47])C)C(C)C.CN(C=[O:52])C. No catalyst specified. The product is [Cl:1][C:2]1[CH:10]=[C:9]([NH:11][CH:12]2[CH2:14][CH2:13]2)[C:5]([C:6]([NH:29][CH:28]2[CH2:47][CH2:45][C:25]([OH:52])([CH3:24])[CH2:26][CH2:27]2)=[O:8])=[CH:4][N:3]=1. The yield is 0.630. (5) The reactants are [CH3:1][O:2][C:3]1[CH:4]=[CH:5][C:6]([CH2:24][CH:25]2[S:29][C:28](=[O:30])[NH:27][C:26]2=[O:31])=[C:7]2[C:12]=1[N:11]([CH2:13][C:14]1[CH:19]=[CH:18][C:17]([N+:20]([O-])=O)=[CH:16][CH:15]=1)[C:10](=[O:23])[CH2:9][CH2:8]2. The catalyst is [C].[Pd].CN(C=O)C. The product is [NH2:20][C:17]1[CH:16]=[CH:15][C:14]([CH2:13][N:11]2[C:12]3[C:7](=[C:6]([CH2:24][CH:25]4[S:29][C:28](=[O:30])[NH:27][C:26]4=[O:31])[CH:5]=[CH:4][C:3]=3[O:2][CH3:1])[CH2:8][CH2:9][C:10]2=[O:23])=[CH:19][CH:18]=1. The yield is 0.860.